Dataset: Forward reaction prediction with 1.9M reactions from USPTO patents (1976-2016). Task: Predict the product of the given reaction. (1) The product is: [Cl:1][C:2]1[C:11]2[C:6](=[CH:7][C:8]([O:14][CH2:22][CH2:21][CH2:20][N:15]3[CH:19]=[CH:18][N:17]=[N:16]3)=[C:9]([C:12]#[N:13])[CH:10]=2)[N:5]=[CH:4][CH:3]=1. Given the reactants [Cl:1][C:2]1[C:11]2[C:6](=[CH:7][C:8]([OH:14])=[C:9]([C:12]#[N:13])[CH:10]=2)[N:5]=[CH:4][CH:3]=1.[N:15]1([CH2:20][CH2:21][CH2:22]O)[CH:19]=[CH:18][N:17]=[N:16]1, predict the reaction product. (2) Given the reactants C([Li])CCC.C(NC(C)C)(C)C.[C:13]([O:17][C:18]([N:20]1[CH:25]2[CH2:26][CH2:27][CH:21]1[CH2:22][C:23](=[O:28])[CH2:24]2)=[O:19])([CH3:16])([CH3:15])[CH3:14].[Cl:29][C:30]1[CH:31]=[N:32][CH:33]=[N:34][CH:35]=1, predict the reaction product. The product is: [C:13]([O:17][C:18]([N:20]1[CH:25]2[CH2:26][CH2:27][CH:21]1[CH2:22][C:23]([C:31]1[C:30]([Cl:29])=[CH:35][N:34]=[CH:33][N:32]=1)([OH:28])[CH2:24]2)=[O:19])([CH3:16])([CH3:14])[CH3:15].